Dataset: CYP3A4 inhibition data for predicting drug metabolism from PubChem BioAssay. Task: Regression/Classification. Given a drug SMILES string, predict its absorption, distribution, metabolism, or excretion properties. Task type varies by dataset: regression for continuous measurements (e.g., permeability, clearance, half-life) or binary classification for categorical outcomes (e.g., BBB penetration, CYP inhibition). Dataset: cyp3a4_veith. (1) The compound is Cc1ccc(OC(=O)c2cccc(C(=O)Oc3ccc(C)cc3)n2)cc1. The result is 0 (non-inhibitor). (2) The molecule is CCNc1ncc2ncc(=O)n(C3CC3)c2n1. The result is 0 (non-inhibitor). (3) The drug is Cc1noc(C)c1-c1cncnc1N1CCN(C)CC1. The result is 1 (inhibitor). (4) The drug is CN1C(=O)C(C2c3ccccc3C(=O)N2Cc2ccc([N+](=O)[O-])cc2)C(=O)N(C)C1=O. The result is 0 (non-inhibitor). (5) The compound is Cc1ccc(C(C(=O)NC2CCCCC2)N(CC2CCCO2)C(=O)CNC(=O)c2cccs2)cc1. The result is 1 (inhibitor). (6) The drug is CN1CC[C@H](OC(=O)[C@](O)(c2ccccc2)C2CCCC2)C1. The result is 0 (non-inhibitor).